This data is from Forward reaction prediction with 1.9M reactions from USPTO patents (1976-2016). The task is: Predict the product of the given reaction. (1) Given the reactants C(C1N([CH2:14][C:15]2[CH:32]=[CH:31][C:18]3/[C:19](=[CH:28]/[C:29]#[N:30])/[C:20]4[CH:27]=[CH:26][CH:25]=[CH:24][C:21]=4[CH2:22][CH2:23][C:17]=3[CH:16]=2)C2=NC(C)=CC(C)=C2N=1)C.N1C(C)=CC=CC=1C.[Br-:41].[Li+].CS(OS(C)(=O)=O)(=O)=O, predict the reaction product. The product is: [Br:41][CH2:14][C:15]1[CH:32]=[CH:31][C:18]2/[C:19](=[CH:28]/[C:29]#[N:30])/[C:20]3[CH:27]=[CH:26][CH:25]=[CH:24][C:21]=3[CH2:22][CH2:23][C:17]=2[CH:16]=1. (2) Given the reactants [N:1]1[CH:6]=[CH:5][CH:4]=[CH:3][C:2]=1[C:7]1[S:11][CH:10]=[C:9]([CH:12]=O)[CH:8]=1.N1(C2C=C[C:22]([CH:23]=[O:24])=CC=2)C=CC=N1, predict the reaction product. The product is: [N:1]1[CH:6]=[CH:5][CH:4]=[CH:3][C:2]=1[C:7]1[S:11][CH:10]=[C:9](/[CH:12]=[CH:22]/[CH:23]=[O:24])[CH:8]=1. (3) Given the reactants C[O:2][C:3]1[CH:4]=[C:5]([C:9]2[C:13]3[S:14][CH:15]=[CH:16][C:12]=3[O:11][N:10]=2)[CH:6]=[CH:7][CH:8]=1.Cl.N1C=CC=CC=1.C(OCC)(=O)C.ClCCl, predict the reaction product. The product is: [O:11]1[C:12]2[CH:16]=[CH:15][S:14][C:13]=2[C:9]([C:5]2[CH:4]=[C:3]([OH:2])[CH:8]=[CH:7][CH:6]=2)=[N:10]1. (4) Given the reactants [C:1]1([C:7]2[N:8]([N:18]=[C:19]([CH3:23])[C:20](=O)[CH3:21])[C:9]([C:12]3[CH:17]=[CH:16][CH:15]=[CH:14][CH:13]=3)=[CH:10][CH:11]=2)[CH:6]=[CH:5][CH:4]=[CH:3][CH:2]=1.CN(C=O)C.[N:29]1[CH:34]=[CH:33][CH:32]=[C:31]([C:35]2[N:36]([NH2:46])[C:37]([C:40]3[CH:41]=[N:42][CH:43]=[CH:44][CH:45]=3)=[CH:38][CH:39]=2)[CH:30]=1.C1(C)C=CC(S(O)(=O)=O)=CC=1, predict the reaction product. The product is: [C:1]1([C:7]2[N:8]([N:18]=[C:19]([C:20](=[N:46][N:36]3[C:37]([C:40]4[CH:41]=[N:42][CH:43]=[CH:44][CH:45]=4)=[CH:38][CH:39]=[C:35]3[C:31]3[CH:30]=[N:29][CH:34]=[CH:33][CH:32]=3)[CH3:21])[CH3:23])[C:9]([C:12]3[CH:17]=[CH:16][CH:15]=[CH:14][CH:13]=3)=[CH:10][CH:11]=2)[CH:6]=[CH:5][CH:4]=[CH:3][CH:2]=1. (5) Given the reactants [P:1]([O-:5])([O-:4])([O-:3])=[O:2].[Na+].[Na+].[Na+].C=C([O:14][P:15]([OH:18])(O)=[O:16])C(O)=O.C(C(O)=O)CP([CH2:27][CH2:28][C:29]([OH:31])=O)CCC(O)=O.[Cl-].[Mg+2].[Cl-].P(O[CH2:51][C@H:52]1[O:56][C@@H:55]([N:57]2[C:66]3[N:65]=[CH:64][N:63]=[C:61]([NH2:62])[C:60]=3[N:59]=[CH:58]2)[C@H:54]([OH:67])[C@@H:53]1[OH:68])(OP(OP(O)(O)=O)(O)=O)(=O)O.C([O-])(=O)C(C)=O.CC([C@@H](O)C(NCCC(NCCS)=O)=O)(COP([O:83][P:84]([O:87][CH2:88][C@H:89]1[O:93][C@@H:92]([N:94]2[C:98]3N=CN=[C:102](N)[C:97]=3N=C2)[C@H:91]([OH:104])[C@@H:90]1[O:105]P(O)(O)=O)(O)=[O:85])(O)=O)C.CC(C(O)=O)C(SCC[NH:130]C(=O)CCNC(=O)[C@H](O)C(C)(C)COP(O)(=O)OP(O)(=O)OC[C@H]1O[C@@H](N2C3N=CN=C(N)C=3N=C2)[C@H](O)[C@@H]1OP(O)(O)=O)=O, predict the reaction product. The product is: [CH:64]1[N:63]=[C:61]([NH2:62])[C:60]2[N:59]=[CH:58][N:57]([C@@H:55]3[O:56][C@H:52]([CH2:51][O:2][P:1]([O:5][P:84]([O:87][CH2:88][C@H:89]4[O:93][C@@H:92]([N:94]5[CH:27]=[C:28]([C:29]([NH2:130])=[O:31])[CH2:102][CH:97]=[CH:98]5)[C@H:91]([OH:104])[C@@H:90]4[OH:105])([OH:85])=[O:83])([OH:4])=[O:3])[C@@H:53]([OH:68])[C@H:54]3[O:67][P:15]([OH:18])([OH:14])=[O:16])[C:66]=2[N:65]=1. (6) Given the reactants Br[C:2]1[CH:11]=[C:10]2[C:5]([CH:6]=[CH:7][CH:8]=N2)=[CH:4][CH:3]=1.N1CCC[C@H:13]1C(O)=O.C([O-])([O-])=O.[K+].[K+].[NH3:26].[NH4+:27].[Cl-], predict the reaction product. The product is: [CH3:13][C:8]1[CH:7]=[CH:6][C:5]2[C:4](=[CH:3][C:2]([NH2:27])=[CH:11][CH:10]=2)[N:26]=1. (7) The product is: [CH:50]1([C:49]([N:37]2[CH2:38][CH:35]([C:33]([NH:32][C:28]3[CH:29]=[CH:30][CH:31]=[C:26]([S:23](=[O:25])(=[O:24])[NH:22][C:13]4[C:12]([NH:11][C:5]5[CH:4]=[C:3]([O:2][CH3:1])[CH:8]=[C:7]([O:9][CH3:10])[CH:6]=5)=[N:21][C:20]5[C:15](=[CH:16][CH:17]=[CH:18][CH:19]=5)[N:14]=4)[CH:27]=3)=[O:34])[CH2:36]2)=[O:51])[CH2:59][CH2:58]1. Given the reactants [CH3:1][O:2][C:3]1[CH:4]=[C:5]([NH:11][C:12]2[C:13]([NH:22][S:23]([C:26]3[CH:27]=[C:28]([NH:32][C:33]([CH:35]4[CH2:38][NH:37][CH2:36]4)=[O:34])[CH:29]=[CH:30][CH:31]=3)(=[O:25])=[O:24])=[N:14][C:15]3[C:20]([N:21]=2)=[CH:19][CH:18]=[CH:17][CH:16]=3)[CH:6]=[C:7]([O:9][CH3:10])[CH:8]=1.C(O[BH-](O[C:49](=[O:51])[CH3:50])OC(=O)C)(=O)C.C[N+](C)(C)C.Cl[CH2:58][CH2:59]Cl, predict the reaction product.